From a dataset of Clinical trial toxicity outcomes and FDA approval status for drugs. Regression/Classification. Given a drug SMILES string, predict its toxicity properties. Task type varies by dataset: regression for continuous values (e.g., LD50, hERG inhibition percentage) or binary classification for toxic/non-toxic outcomes (e.g., AMES mutagenicity, cardiotoxicity, hepatotoxicity). Dataset: clintox. (1) The drug is C=C[C@H]1C[NH+]2CC[C@H]1C[C@@H]2[C@@H](O)c1ccnc2ccc(OC)cc12. The result is 0 (passed clinical trial). (2) The molecule is Nc1nc(=S)c2[nH]cnc2[nH]1. The result is 0 (passed clinical trial).